Dataset: Forward reaction prediction with 1.9M reactions from USPTO patents (1976-2016). Task: Predict the product of the given reaction. Given the reactants [NH2:1][C:2]([C:4]1[C:12]2[C:8](=[CH:9][N:10]([CH:13]3[CH2:17][CH2:16][N:15](C(OC(C)(C)C)=O)[CH2:14]3)[N:11]=2)[CH:7]=[C:6]([F:25])[CH:5]=1)=[O:3].[C:26]([OH:32])([C:28]([F:31])([F:30])[F:29])=[O:27].C(Cl)Cl, predict the reaction product. The product is: [F:29][C:28]([F:31])([F:30])[C:26]([O-:32])=[O:27].[NH2:1][C:2]([C:4]1[C:12]2[C:8](=[CH:9][N:10]([CH:13]3[CH2:17][CH2:16][NH2+:15][CH2:14]3)[N:11]=2)[CH:7]=[C:6]([F:25])[CH:5]=1)=[O:3].